The task is: Predict the product of the given reaction.. This data is from Forward reaction prediction with 1.9M reactions from USPTO patents (1976-2016). (1) Given the reactants Br[CH2:2][C:3]1[CH:4]=[CH:5][CH:6]=[C:7]2[C:12]=1[N:11]=[CH:10][CH:9]=[CH:8]2.Cl[C:14]1[CH:34]=[CH:33][CH:32]=[C:31](C)[C:15]=1[CH2:16][N:17]1[C:25]2[C:20](=[CH:21][CH:22]=[C:23]([CH2:26][C:27]([OH:29])=[O:28])[CH:24]=2)[C:19]([CH3:30])=[N:18]1, predict the reaction product. The product is: [CH3:30][C:19]1[C:20]2[C:25](=[CH:24][C:23]([CH2:26][C:27]([OH:29])=[O:28])=[CH:22][CH:21]=2)[N:17]([CH2:2][C:3]2[CH:4]=[CH:5][CH:6]=[C:7]3[C:12]=2[N:11]=[CH:10][CH:9]=[CH:8]3)[N:18]=1.[CH2:16]([N:17]1[C:25]2[C:20](=[CH:21][CH:22]=[C:23]([CH2:26][C:27]([OH:29])=[O:28])[CH:24]=2)[CH:19]=[CH:30]1)[C:15]1[CH:14]=[CH:34][CH:33]=[CH:32][CH:31]=1. (2) Given the reactants [CH:1]1([N:6]2[C@H:12]([C:13]3[CH:18]=[CH:17][CH:16]=[CH:15][CH:14]=3)[CH:11]=[CH:10][CH2:9][C@@H:8]([N:19]3C(=O)C4C(=CC=CC=4)C3=O)[C:7]2=[O:30])[CH2:5][CH2:4][CH2:3][CH2:2]1.O.NN, predict the reaction product. The product is: [NH2:19][C@@H:8]1[CH2:9][CH:10]=[CH:11][C@@H:12]([C:13]2[CH:14]=[CH:15][CH:16]=[CH:17][CH:18]=2)[N:6]([CH:1]2[CH2:5][CH2:4][CH2:3][CH2:2]2)[C:7]1=[O:30].